This data is from Full USPTO retrosynthesis dataset with 1.9M reactions from patents (1976-2016). The task is: Predict the reactants needed to synthesize the given product. (1) Given the product [Cl:17][CH2:18][C:19]([NH:1][C:2]1[CH:15]=[CH:14][C:13]2[NH:12][C:11](=[O:16])[C:10]3[C:5](=[CH:6][CH:7]=[CH:8][CH:9]=3)[C:4]=2[CH:3]=1)=[O:20], predict the reactants needed to synthesize it. The reactants are: [NH2:1][C:2]1[CH:15]=[CH:14][C:13]2[NH:12][C:11](=[O:16])[C:10]3[C:5](=[CH:6][CH:7]=[CH:8][CH:9]=3)[C:4]=2[CH:3]=1.[Cl:17][CH2:18][C:19](Cl)=[O:20].[OH-].[Na+]. (2) Given the product [F:45][C:46]1[CH:53]=[CH:52][C:49]([CH:50]=[C:38]([C:39]2[CH:44]=[CH:43][N:42]=[CH:41][CH:40]=2)[C:23](=[O:22])[CH2:24][CH:25]2[CH2:30][CH2:29][N:28]([C:31]([O:33][C:34]([CH3:37])([CH3:35])[CH3:36])=[O:32])[CH2:27][CH2:26]2)=[CH:48][CH:47]=1, predict the reactants needed to synthesize it. The reactants are: N1C=CC(CC(=O)C)=CC=1.FC1C=C(C=CC=1OC)C=O.[O:22]=[C:23]([CH2:38][C:39]1[CH:44]=[CH:43][N:42]=[CH:41][CH:40]=1)[CH2:24][CH:25]1[CH2:30][CH2:29][N:28]([C:31]([O:33][C:34]([CH3:37])([CH3:36])[CH3:35])=[O:32])[CH2:27][CH2:26]1.[F:45][C:46]1[CH:53]=[CH:52][C:49]([CH:50]=O)=[CH:48][CH:47]=1. (3) Given the product [Cl:1][C:2]1[CH:14]=[C:13]([CH:15]([CH3:17])[CH3:16])[CH:12]=[CH:11][C:3]=1[C:4]([OH:6])=[O:5], predict the reactants needed to synthesize it. The reactants are: [Cl:1][C:2]1[CH:14]=[C:13]([CH:15]([CH3:17])[CH3:16])[CH:12]=[CH:11][C:3]=1[C:4]([O:6]C(C)(C)C)=[O:5].FC(F)(F)C(O)=O. (4) Given the product [CH3:20][O:11][C:10](=[O:12])[C@@H:9]([NH:8][C:6]([O:5][C:1]([CH3:4])([CH3:2])[CH3:3])=[O:7])[C@H:13]1[CH2:18][CH2:17][C@@H:16]([OH:19])[CH2:15][CH2:14]1, predict the reactants needed to synthesize it. The reactants are: [C:1]([O:5][C:6]([NH:8][C@@H:9]([C@H:13]1[CH2:18][CH2:17][C@@H:16]([OH:19])[CH2:15][CH2:14]1)[C:10]([OH:12])=[O:11])=[O:7])([CH3:4])([CH3:3])[CH3:2].[C:20](=O)([O-])[O-].[K+].[K+].IC.O. (5) Given the product [CH3:1][C:2]1[CH:10]=[CH:9][C:5]([C:6]([O:8][CH2:20][CH3:21])=[O:7])=[CH:4][C:3]=1[C:11]([F:12])([F:13])[F:14], predict the reactants needed to synthesize it. The reactants are: [CH3:1][C:2]1[CH:10]=[CH:9][C:5]([C:6]([OH:8])=[O:7])=[CH:4][C:3]=1[C:11]([F:14])([F:13])[F:12].S(=O)(=O)(O)O.[CH2:20](O)[CH3:21]. (6) The reactants are: [CH:1]([C:4]1[CH:11]=[CH:10][C:7]([CH:8]=O)=[CH:6][CH:5]=1)([CH3:3])[CH3:2].[NH2:12][C:13]1[S:14][C:15]([S:18]([C:21]2[CH:26]=[CH:25][C:24]([N+:27]([O-:29])=[O:28])=[CH:23][CH:22]=2)(=[O:20])=[O:19])=[CH:16][N:17]=1.C([O:32][C:33](=O)[C:34](=[O:44])[CH2:35][C:36](=[O:43])[C:37]1[CH:42]=[CH:41][CH:40]=[CH:39][N:38]=1)C. Given the product [OH:44][C:34]1[C:33](=[O:32])[N:12]([C:13]2[S:14][C:15]([S:18]([C:21]3[CH:22]=[CH:23][C:24]([N+:27]([O-:29])=[O:28])=[CH:25][CH:26]=3)(=[O:19])=[O:20])=[CH:16][N:17]=2)[CH:8]([C:7]2[CH:10]=[CH:11][C:4]([CH:1]([CH3:3])[CH3:2])=[CH:5][CH:6]=2)[C:35]=1[C:36]([C:37]1[CH:42]=[CH:41][CH:40]=[CH:39][N:38]=1)=[O:43], predict the reactants needed to synthesize it.